From a dataset of Forward reaction prediction with 1.9M reactions from USPTO patents (1976-2016). Predict the product of the given reaction. Given the reactants O=[CH:2][C@@H:3]([C@H:5]([C@@H:7]([C@@H:9]([CH2:11][OH:12])O)O)O)O.[CH2:13](O)[C@H:14]([C@H:16]([C@@H:18]([C@@H:20]([CH2:22][OH:23])O)O)O)O.[Cl-].[Na+].C([O-])(=O)C[C:29]([CH2:34][C:35]([O-])=O)([C:31]([O-:33])=O)[OH:30].[Na+].[Na+].[Na+].O[CH:44]1O[C@H:62]([CH2:64]O)[C@@H:49](O[C@@H:51]2O[C@H:58]([CH2:60]O)[C@H:56](O)[C@H:54](O)[C@H:52]2O)[C@H:47](O)[C@H:45]1O.[CH2:66](O)[C@H:67]1[O:72][C@H](O[C@]2(CO)O[C@H](CO)[C@@H](O)[C@@H]2O)[C@H:70](O)[C@@H:69](O)[C@@H:68]1O.C(O)(=O)CCCC[CH2:94][CH2:95][CH2:96][CH2:97][CH2:98][CH2:99][CH2:100][CH2:101][CH2:102][CH2:103][CH2:104][CH2:105]C.C([O-])(=[O:127])CCCCCCCCCCCCCCCCC.[Mg+2].C([O-])(=O)CCCCCCCCCCCCCCCCC.[O-2].[Mg+2].C([O-])(=O)C.[NH4+], predict the reaction product. The product is: [C:11]([O:12][CH2:34][CH:29]([CH2:31][OH:33])[OH:30])(=[O:72])[CH2:9][CH2:7][CH2:5][CH2:3][CH2:2][CH2:44][CH2:45][CH2:47][CH2:49][CH2:62][CH2:64][CH2:22][CH2:20][CH2:18][CH2:16][CH2:14][CH3:13].[CH3:94][CH2:95][CH2:96][CH2:97][CH2:98][CH2:99][CH2:100][CH2:101][CH2:102][CH2:103][CH2:104][CH2:105][CH2:2][CH2:3][CH2:5][CH2:7][CH2:9][C:11]([O:12][CH:29]([CH2:31][O:33][C:22]([CH2:20][CH2:18][CH2:16][CH2:14][CH2:13][CH2:66][CH2:67][CH2:68][CH2:69][CH2:70][CH2:60][CH2:58][CH2:56][CH2:54][CH2:52][CH3:51])=[O:23])[CH2:34][CH3:35])=[O:127].